This data is from Catalyst prediction with 721,799 reactions and 888 catalyst types from USPTO. The task is: Predict which catalyst facilitates the given reaction. (1) Reactant: [CH2:1]([O:8][C:9](=[O:33])[C@@H:10]([NH:25][C:26]([O:28][C:29]([CH3:32])([CH3:31])[CH3:30])=[O:27])[CH2:11][CH2:12][C:13](=[O:24])[NH:14][C:15]1[CH:20]=[C:19]([Cl:21])[C:18]([Cl:22])=[CH:17][C:16]=1[NH2:23])[C:2]1[CH:7]=[CH:6][CH:5]=[CH:4][CH:3]=1.[CH:34](=O)[CH2:35][CH3:36].C(O[BH-](OC(=O)C)OC(=O)C)(=O)C.[Na+].[OH-].[Na+]. Product: [CH2:1]([O:8][C:9](=[O:33])[C@@H:10]([NH:25][C:26]([O:28][C:29]([CH3:30])([CH3:32])[CH3:31])=[O:27])[CH2:11][CH2:12][C:13](=[O:24])[NH:14][C:15]1[CH:20]=[C:19]([Cl:21])[C:18]([Cl:22])=[CH:17][C:16]=1[NH:23][CH2:34][CH2:35][CH3:36])[C:2]1[CH:3]=[CH:4][CH:5]=[CH:6][CH:7]=1. The catalyst class is: 68. (2) Reactant: [CH2:1]([O:8][C@@H:9]1[CH2:14][CH2:13][CH2:12]C[C@H:10]1[NH2:15])[C:2]1[CH:7]=[CH:6][CH:5]=[CH:4][CH:3]=1.[CH2:16]1[CH2:22][S:19](=[O:21])(=[O:20])[O:18][CH2:17]1. Product: [CH2:1]([O:8][C@@H:9]1[CH2:14][CH2:13][CH2:12][C@H:10]1[NH:15][CH2:17][CH2:16][CH2:22][S:19]([OH:21])(=[O:20])=[O:18])[C:2]1[CH:3]=[CH:4][CH:5]=[CH:6][CH:7]=1. The catalyst class is: 7. (3) Reactant: [Cl:1][C:2]1[CH:3]=[C:4]2[C:12](=[N:13][CH:14]=1)[NH:11][C:10]1[CH2:9][CH:8]3[CH2:15][CH2:16][CH2:17][N:7]3[CH2:6][C:5]2=1.[H-].[Na+].[O:20]1[CH2:22][CH:21]1[C:23]1[CH:28]=[CH:27][N:26]=[CH:25][CH:24]=1. Product: [Cl:1][C:2]1[CH:14]=[N:13][C:12]2[N:11]([CH2:22][CH:21]([C:23]3[CH:28]=[CH:27][N:26]=[CH:25][CH:24]=3)[OH:20])[C:10]3[CH2:9][CH:8]4[N:7]([CH2:17][CH2:16][CH2:15]4)[CH2:6][C:5]=3[C:4]=2[CH:3]=1. The catalyst class is: 3. (4) The catalyst class is: 5. Reactant: [N+:1]([O-:4])([O-:3])=[O:2].[NH2:5][C:6]([NH2:8])=[NH2+:7].C(Cl)Cl.C[O-].[Na+].[NH4+].[Cl-]. Product: [NH2:7][C:6]([NH2:8])=[NH:5].[N+:1]([O-:4])([O-:3])=[O:2].[NH2:7][C:6]([NH2:8])=[NH2+:5]. (5) Reactant: [Si:1]([O:8][CH2:9][C@H:10]1[O:18][C@H:17]2[C@H:13]([N:14]=[C:15]([N:19]([CH2:27][CH2:28][CH3:29])[C:20](=[O:26])[O:21][C:22]([CH3:25])([CH3:24])[CH3:23])[S:16]2)[C@@H:12]([OH:30])[C@@H:11]1[OH:31])([C:4]([CH3:7])([CH3:6])[CH3:5])([CH3:3])[CH3:2].[H-].[Na+].Br[CH2:35][C:36]1[CH:41]=[CH:40][C:39]([O:42][CH3:43])=[CH:38][CH:37]=1. Product: [Si:1]([O:8][CH2:9][C@H:10]1[O:18][C@H:17]2[C@H:13]([N:14]=[C:15]([N:19]([CH2:27][CH2:28][CH3:29])[C:20](=[O:26])[O:21][C:22]([CH3:23])([CH3:25])[CH3:24])[S:16]2)[C@@H:12]([O:30][CH2:35][C:36]2[CH:41]=[CH:40][C:39]([O:42][CH3:43])=[CH:38][CH:37]=2)[C@@H:11]1[O:31][CH2:35][C:36]1[CH:41]=[CH:40][C:39]([O:42][CH3:43])=[CH:38][CH:37]=1)([C:4]([CH3:5])([CH3:7])[CH3:6])([CH3:3])[CH3:2]. The catalyst class is: 3. (6) Reactant: Cl[C:2]1[N:7]=[CH:6][C:5]([C:8]([O:10]C)=[O:9])=[CH:4][CH:3]=1.C(N(CC)C(C)C)(C)C.[CH3:21][C:22]1[NH:23][CH:24]=[CH:25][N:26]=1.C(OCC)(=O)C. Product: [CH3:21][C:22]1[N:23]([C:2]2[N:7]=[CH:6][C:5]([C:8]([OH:10])=[O:9])=[CH:4][CH:3]=2)[CH:24]=[CH:25][N:26]=1. The catalyst class is: 60. (7) The catalyst class is: 460. Product: [F:40][C:41]1[CH:46]=[CH:45][C:44]([C:2]2[CH:3]=[C:4]([CH:8]([NH:14][C:15]([C@@H:17]3[CH2:22][CH2:21][CH2:20][N:19]([C:23](=[O:39])[CH2:24][CH2:25][CH:26]4[CH2:27][CH2:28][N:29]([C:32]([O:34][C:35]([CH3:36])([CH3:38])[CH3:37])=[O:33])[CH2:30][CH2:31]4)[CH2:18]3)=[O:16])[CH2:9][C:10]([O:12][CH3:13])=[O:11])[CH:5]=[N:6][CH:7]=2)=[CH:43][C:42]=1[N+:50]([O-:52])=[O:51]. Reactant: Br[C:2]1[CH:3]=[C:4]([CH:8]([NH:14][C:15]([C@@H:17]2[CH2:22][CH2:21][CH2:20][N:19]([C:23](=[O:39])[CH2:24][CH2:25][CH:26]3[CH2:31][CH2:30][N:29]([C:32]([O:34][C:35]([CH3:38])([CH3:37])[CH3:36])=[O:33])[CH2:28][CH2:27]3)[CH2:18]2)=[O:16])[CH2:9][C:10]([O:12][CH3:13])=[O:11])[CH:5]=[N:6][CH:7]=1.[F:40][C:41]1[CH:46]=[CH:45][C:44](B(O)O)=[CH:43][C:42]=1[N+:50]([O-:52])=[O:51].[F-].[K+]. (8) Reactant: [OH:1][CH2:2][CH2:3][CH2:4][CH2:5][C:6]([N:8]([O:10][CH3:11])[CH3:9])=[O:7].[H-].[Na+].I[CH3:15]. Product: [CH3:11][O:10][N:8]([CH3:9])[C:6](=[O:7])[CH2:5][CH2:4][CH2:3][CH2:2][O:1][CH3:15]. The catalyst class is: 3. (9) Reactant: [N:1]1(C(OC(C)(C)C)=O)[CH:5]=[CH:4][N:3]=[CH:2]1.C([Li])CCC.[CH:18]1([CH2:24][CH2:25][CH2:26][C@@H:27]([C:36]2[O:40][N:39]=[C:38]([CH2:41]OS(C3C=CC(C)=CC=3)(=O)=O)[N:37]=2)[CH2:28][C:29]([O:31][C:32]([CH3:35])([CH3:34])[CH3:33])=[O:30])[CH2:23][CH2:22][CH2:21][CH2:20][CH2:19]1. Product: [CH:18]1([CH2:24][CH2:25][CH2:26][C@@H:27]([C:36]2[O:40][N:39]=[C:38]([CH2:41][C:2]3[NH:1][CH:5]=[CH:4][N:3]=3)[N:37]=2)[CH2:28][C:29]([O:31][C:32]([CH3:35])([CH3:33])[CH3:34])=[O:30])[CH2:23][CH2:22][CH2:21][CH2:20][CH2:19]1. The catalyst class is: 7. (10) Reactant: [Br:1][C:2]1[C:3]([NH:9][C:10]2[CH:19]=[CH:18][CH:17]=[CH:16][C:11]=2[C:12]([NH:14][CH3:15])=[O:13])=[N:4][C:5](Cl)=[N:6][CH:7]=1.[NH2:20][C:21]1[C:37]([O:38][CH3:39])=[CH:36][C:24]2[CH2:25][CH2:26][N:27]([CH2:30][C:31]([N:33]([CH3:35])[CH3:34])=[O:32])[CH2:28][CH2:29][C:23]=2[CH:22]=1.C12(CS(O)(=O)=O)C(C)(C)C(CC1)CC2=O. Product: [Br:1][C:2]1[C:3]([NH:9][C:10]2[CH:19]=[CH:18][CH:17]=[CH:16][C:11]=2[C:12]([NH:14][CH3:15])=[O:13])=[N:4][C:5]([NH:20][C:21]2[C:37]([O:38][CH3:39])=[CH:36][C:24]3[CH2:25][CH2:26][N:27]([CH2:30][C:31](=[O:32])[N:33]([CH3:34])[CH3:35])[CH2:28][CH2:29][C:23]=3[CH:22]=2)=[N:6][CH:7]=1. The catalyst class is: 32.